This data is from Experimentally validated miRNA-target interactions with 360,000+ pairs, plus equal number of negative samples. The task is: Binary Classification. Given a miRNA mature sequence and a target amino acid sequence, predict their likelihood of interaction. The miRNA is cel-miR-62 with sequence UGAUAUGUAAUCUAGCUUACAG. The protein sequence of the target gene is MRSARSTALNRGEQRAVRYYSHMKLNMAEEEDYMSDSFINVQEDIRPGLPMLRQIREARRKEEKQQEANLKNRQKSLKEEEQERRDIGLKNALGCENKGFALLQKMGYKSGQALGKSGGGIVEPIPLNIKTGKSGIGHEASLKRKAEEKLESYRKKIHMKNQAEEKAAEQFRMRLKNKQDEMKLEGDLRRSQRACQQLDVQKNIQVPREAWYWLRLEEETEEDEEEKEQDEDEYKSEDLSVLEKLQILTSYLREEHLYCIWCGTAYEDKEDLSSNCPGPTSADHD. Result: 0 (no interaction).